Dataset: Full USPTO retrosynthesis dataset with 1.9M reactions from patents (1976-2016). Task: Predict the reactants needed to synthesize the given product. (1) Given the product [C:1]1([CH2:7][CH2:8][CH2:9][CH:10]=[O:11])[CH:6]=[CH:5][CH:4]=[CH:3][CH:2]=1, predict the reactants needed to synthesize it. The reactants are: [C:1]1([CH2:7][CH2:8][CH2:9][CH2:10][OH:11])[CH:6]=[CH:5][CH:4]=[CH:3][CH:2]=1.CC(OI1(OC(C)=O)(OC(C)=O)OC(=O)C2C=CC=CC1=2)=O. (2) Given the product [Cl:1][C:2]1[CH:7]=[CH:6][CH:5]=[CH:4][C:3]=1[CH2:8][N:9]1[C:13]2[N:14]=[C:15]([CH:17]3[CH2:20][CH2:19][CH2:18]3)[NH:23][C:21](=[O:22])[C:12]=2[N:11]=[N:10]1, predict the reactants needed to synthesize it. The reactants are: [Cl:1][C:2]1[CH:7]=[CH:6][CH:5]=[CH:4][C:3]=1[CH2:8][N:9]1[C:13]([NH:14][C:15]([CH:17]2[CH2:20][CH2:19][CH2:18]2)=O)=[C:12]([C:21]([NH2:23])=[O:22])[N:11]=[N:10]1.C([O-])(O)=O.[Na+]. (3) The reactants are: Cl.[Br:2][C:3]1[CH:8]=[CH:7][C:6]([NH:9]N)=[CH:5][CH:4]=1.C[O:12][C:13]1[CH:18]=[CH:17][C:16]([C:19](=O)[CH2:20][C:21]2[CH:26]=[CH:25][C:24]([O:27]C)=[CH:23][CH:22]=2)=[CH:15][CH:14]=1. Given the product [Br:2][C:3]1[CH:8]=[C:7]2[C:6](=[CH:5][CH:4]=1)[NH:9][C:20]([C:21]1[CH:22]=[CH:23][C:24]([OH:27])=[CH:25][CH:26]=1)=[C:19]2[C:16]1[CH:17]=[CH:18][C:13]([OH:12])=[CH:14][CH:15]=1, predict the reactants needed to synthesize it. (4) Given the product [CH3:1][C:2]1[N:3]=[CH:4][N:5]([C:7]2[CH:8]=[C:9]([NH2:17])[CH:10]=[C:11]([C:13]([F:16])([F:14])[F:15])[CH:12]=2)[CH:6]=1, predict the reactants needed to synthesize it. The reactants are: [CH3:1][C:2]1[N:3]=[CH:4][N:5]([C:7]2[CH:12]=[C:11]([C:13]([F:16])([F:15])[F:14])[CH:10]=[C:9]([N+:17]([O-])=O)[CH:8]=2)[CH:6]=1. (5) Given the product [Cl:1][C:2]1[CH:13]=[C:12]([Cl:14])[CH:11]=[CH:10][C:3]=1[CH2:4][CH:5]([C:6]#[N:7])[C:8]#[N:9], predict the reactants needed to synthesize it. The reactants are: [Cl:1][C:2]1[CH:13]=[C:12]([Cl:14])[CH:11]=[CH:10][C:3]=1[CH:4]=[C:5]([C:8]#[N:9])[C:6]#[N:7].O1CCCC1.[BH4-].[Na+]. (6) Given the product [C:78]([C:77]1[CH:80]=[CH:81][C:74]([CH2:73][NH:72][C:45](=[O:47])[CH:31]([O:30][CH2:28][CH3:29])[N:32]2[C:36](=[O:38])[C:35]3[C:34](=[CH:42][CH:41]=[CH:40][C:39]=3[F:43])[C:33]2=[O:44])=[C:75]([N+:82]([O-:84])=[O:83])[CH:76]=1)#[N:79], predict the reactants needed to synthesize it. The reactants are: F[P-](F)(F)(F)(F)F.N1(O[P+](N(C)C)(N(C)C)N(C)C)C2C=CC=CC=2N=N1.[CH2:28]([O:30][CH:31]([C:45]([O:47]CC)=O)[NH:32][C:33](=[O:44])[C:34]1[C:35](=[C:39]([F:43])[CH:40]=[CH:41][CH:42]=1)[C:36]([OH:38])=O)[CH3:29].C(OC(C(OCC)=O)NC(=O)C1C(=CC=CC=1F)C(O)=O)C.[NH2:72][CH2:73][C:74]1[CH:81]=[CH:80][C:77]([C:78]#[N:79])=[CH:76][C:75]=1[N+:82]([O-:84])=[O:83]. (7) Given the product [CH3:45][O:44][C:41]1[CH:40]=[CH:39][C:38]([CH2:37][N:27]([CH2:28][C:29]2[CH:30]=[CH:31][C:32]([O:35][CH3:36])=[CH:33][CH:34]=2)[C:22]2[N:23]=[C:24]([CH3:26])[N:25]=[C:20]([C:18]3[N:13]4[CH:14]=[CH:15][CH:16]=[CH:17][C:12]4=[N:11][C:10]=3[NH:9][C:6]3[CH:7]=[N:8][C:3]([O:2][CH3:1])=[CH:4][CH:5]=3)[N:21]=2)=[CH:43][CH:42]=1, predict the reactants needed to synthesize it. The reactants are: [CH3:1][O:2][C:3]1[N:8]=[CH:7][C:6]([NH:9][C:10]2[N:11]=[C:12]3[CH:17]=[CH:16][CH:15]=[CH:14][N:13]3[CH:18]=2)=[CH:5][CH:4]=1.Cl[C:20]1[N:25]=[C:24]([CH3:26])[N:23]=[C:22]([N:27]([CH2:37][C:38]2[CH:43]=[CH:42][C:41]([O:44][CH3:45])=[CH:40][CH:39]=2)[CH2:28][C:29]2[CH:34]=[CH:33][C:32]([O:35][CH3:36])=[CH:31][CH:30]=2)[N:21]=1.C(=O)([O-])[O-].[K+].[K+].C1(P(C2C=CC=CC=2)C2C=CC=CC=2)C=CC=CC=1.